Task: Predict the product of the given reaction.. Dataset: Forward reaction prediction with 1.9M reactions from USPTO patents (1976-2016) (1) The product is: [Cl:1][C:2]1[CH:8]=[C:7]([Cl:9])[CH:6]=[C:4]2[C:3]=1[CH:11]([C:21]1[CH:24]=[CH:25][C:18]([F:17])=[CH:19][CH:20]=1)[CH2:10][CH:12]([C:13]([OH:15])=[O:14])[NH:5]2. Given the reactants [Cl:1][C:2]1[CH:3]=[C:4]([CH:6]=[C:7]([Cl:9])[CH:8]=1)[NH2:5].[CH2:10]([C:12](=O)[C:13]([O-:15])=[O:14])[CH3:11].[F:17][C:18]1[CH:25]=[CH:24][C:21](C=C)=[CH:20][CH:19]=1.FC(F)(F)C(O)=O.[OH-].[Na+], predict the reaction product. (2) Given the reactants [C:1]1([NH:7][NH2:8])[CH:6]=[CH:5][CH:4]=[CH:3][CH:2]=1.[CH3:9][O:10][C:11]([C:13]#[C:14][C:15](OC)=[O:16])=[O:12].N1C=CC=CC=1.C1(C)C=CC(S(O)(=O)=O)=CC=1.Cl, predict the reaction product. The product is: [O:16]=[C:15]1[N:7]([C:1]2[CH:6]=[CH:5][CH:4]=[CH:3][CH:2]=2)[NH:8][C:13]([C:11]([O:10][CH3:9])=[O:12])=[CH:14]1.